The task is: Predict which catalyst facilitates the given reaction.. This data is from Catalyst prediction with 721,799 reactions and 888 catalyst types from USPTO. Reactant: [CH3:1][O:2][C:3]([C:5]1[CH:14]=[C:13]([O:15][CH2:16][C:17]2[CH:22]=[CH:21][CH:20]=[CH:19][CH:18]=2)[C:12]2[C:7](=[C:8]([N+:37]([O-:39])=[O:38])[CH:9]=[C:10]([N:23]=C(C3C=CC=CC=3)C3C=CC=CC=3)[CH:11]=2)[N:6]=1)=[O:4].Cl. Product: [CH3:1][O:2][C:3]([C:5]1[CH:14]=[C:13]([O:15][CH2:16][C:17]2[CH:22]=[CH:21][CH:20]=[CH:19][CH:18]=2)[C:12]2[C:7](=[C:8]([N+:37]([O-:39])=[O:38])[CH:9]=[C:10]([NH2:23])[CH:11]=2)[N:6]=1)=[O:4]. The catalyst class is: 1.